Dataset: Forward reaction prediction with 1.9M reactions from USPTO patents (1976-2016). Task: Predict the product of the given reaction. (1) Given the reactants [CH:1]1([CH2:4][N:5]2[C:9]([C:10]([N:12]3[CH2:17][CH2:16][CH:15]([N:18]4[CH2:22][CH2:21][CH2:20][CH2:19]4)[CH2:14][CH2:13]3)=[O:11])=[C:8](I)[N:7]=[C:6]2[C:24]2[CH:29]=[CH:28][CH:27]=[C:26]([C:30]([F:33])([F:32])[F:31])[CH:25]=2)[CH2:3][CH2:2]1.[N:34]1[CH:39]=[CH:38][C:37](B(O)O)=[CH:36][CH:35]=1, predict the reaction product. The product is: [CH:1]1([CH2:4][N:5]2[C:9]([C:10]([N:12]3[CH2:17][CH2:16][CH:15]([N:18]4[CH2:22][CH2:21][CH2:20][CH2:19]4)[CH2:14][CH2:13]3)=[O:11])=[C:8]([C:37]3[CH:38]=[CH:39][N:34]=[CH:35][CH:36]=3)[N:7]=[C:6]2[C:24]2[CH:29]=[CH:28][CH:27]=[C:26]([C:30]([F:33])([F:32])[F:31])[CH:25]=2)[CH2:3][CH2:2]1. (2) Given the reactants [OH:1][C@H:2]1[CH2:6][CH2:5][N:4]([C:7]([O:9][C:10]([CH3:13])([CH3:12])[CH3:11])=[O:8])[CH2:3]1.C([O-])([O-])=O.[Cs+].[Cs+].Cl[C:21]1[N:26]=[C:25]([C:27]#[N:28])[CH:24]=[CH:23][C:22]=1[CH3:29], predict the reaction product. The product is: [C:27]([C:25]1[N:26]=[C:21]([O:1][C@H:2]2[CH2:6][CH2:5][N:4]([C:7]([O:9][C:10]([CH3:13])([CH3:12])[CH3:11])=[O:8])[CH2:3]2)[C:22]([CH3:29])=[CH:23][CH:24]=1)#[N:28].